From a dataset of Forward reaction prediction with 1.9M reactions from USPTO patents (1976-2016). Predict the product of the given reaction. (1) Given the reactants [CH:1]1([NH:4][C:5]2[N:10]=[C:9]([NH:11][CH3:12])[N:8]=[C:7]([NH:13][CH2:14][C:15]#[CH:16])[N:6]=2)[CH2:3][CH2:2]1.[OH:17][S:18]([OH:21])(=[O:20])=[O:19].S(O)(O)(=O)=O.C(NC1N=C(NC)N=C(NCC#C)N=1)C.C(NC1N=C(NC)N=C(NCC#C)N=1)C, predict the reaction product. The product is: [S:18]([OH:21])([OH:20])(=[O:19])=[O:17].[CH:1]1([NH:4][C:5]2[N:10]=[C:9]([NH:11][CH3:12])[N:8]=[C:7]([NH:13][CH2:14][C:15]#[CH:16])[N:6]=2)[CH2:3][CH2:2]1.[CH:1]1([NH:4][C:5]2[N:10]=[C:9]([NH:11][CH3:12])[N:8]=[C:7]([NH:13][CH2:14][C:15]#[CH:16])[N:6]=2)[CH2:3][CH2:2]1. (2) Given the reactants [C:1]([NH:9][C:10]1[CH:11]=[C:12]([CH:16]=[CH:17][N:18]=1)[C:13]([OH:15])=O)(=[O:8])[C:2]1[CH:7]=[CH:6][CH:5]=[CH:4][CH:3]=1.C(Cl)(=O)C(Cl)=O.[C:25]([NH:33][NH2:34])(=[O:32])[C:26]1[CH:31]=[CH:30][CH:29]=[CH:28][CH:27]=1.N1C=CC=CC=1, predict the reaction product. The product is: [C:25]([NH:33][NH:34][C:13]([C:12]1[CH:16]=[CH:17][N:18]=[C:10]([NH:9][C:1](=[O:8])[C:2]2[CH:3]=[CH:4][CH:5]=[CH:6][CH:7]=2)[CH:11]=1)=[O:15])(=[O:32])[C:26]1[CH:31]=[CH:30][CH:29]=[CH:28][CH:27]=1. (3) Given the reactants [CH3:1][C:2]1[CH:6]=[C:5]([CH3:7])[NH:4][C:3]=1[CH:8]=[O:9].C1C(=O)N([Br:17])C(=O)C1.C(OOC(=O)C1C=CC=CC=1)(=O)C1C=CC=CC=1, predict the reaction product. The product is: [Br:17][C:6]1[C:2]([CH3:1])=[C:3]([CH:8]=[O:9])[NH:4][C:5]=1[CH3:7]. (4) Given the reactants [Br:1][C:2]1[C:11]2[C:10]([CH3:13])([CH3:12])[CH2:9][CH:8]=[C:7]([CH:14]([CH3:16])[CH3:15])[C:6]=2[CH:5]=[C:4]([C:17](=O)[CH:18]([CH3:20])[CH3:19])[C:3]=1[O:22][CH2:23][CH3:24].[CH3:25][CH2:26][O:27][C:28]([CH:30](P(OCC)(OCC)=O)[F:31])=[O:29].C([Li])CCC, predict the reaction product. The product is: [Br:1][C:2]1[C:11]2[C:10]([CH3:12])([CH3:13])[CH2:9][CH:8]=[C:7]([CH:14]([CH3:15])[CH3:16])[C:6]=2[CH:5]=[C:4](/[C:17](/[CH:18]([CH3:19])[CH3:20])=[C:30](/[F:31])\[C:28]([O:27][CH2:26][CH3:25])=[O:29])[C:3]=1[O:22][CH2:23][CH3:24].